Dataset: Catalyst prediction with 721,799 reactions and 888 catalyst types from USPTO. Task: Predict which catalyst facilitates the given reaction. (1) Reactant: [NH2:1][C:2]1([CH2:19][OH:20])[C:15]2[CH:14]=[C:13]([Cl:16])[N:12]=[C:11]([F:17])[C:10]=2[O:9][C:8]2[C:3]1=[CH:4][C:5]([Br:18])=[CH:6][CH:7]=2.CC(C)([O-])C.[Li+].Br[CH2:28][C:29]#[N:30]. Product: [NH2:1][C:2]1([CH2:19][O:20][CH2:28][C:29]#[N:30])[C:15]2[CH:14]=[C:13]([Cl:16])[N:12]=[C:11]([F:17])[C:10]=2[O:9][C:8]2[C:3]1=[CH:4][C:5]([Br:18])=[CH:6][CH:7]=2. The catalyst class is: 1. (2) Reactant: [F:1][C:2]1[CH:3]=[C:4]2[C:9](=[C:10]([F:12])[CH:11]=1)[O:8][CH2:7][C@H:6]([N:13]1[C:17]([CH2:18][C:19]([O:21]CC)=[O:20])=[CH:16][NH:15][C:14]1=[S:24])[CH2:5]2.[OH-].[Na+].O. Product: [F:1][C:2]1[CH:3]=[C:4]2[C:9](=[C:10]([F:12])[CH:11]=1)[O:8][CH2:7][C@H:6]([N:13]1[C:17]([CH2:18][C:19]([OH:21])=[O:20])=[CH:16][NH:15][C:14]1=[S:24])[CH2:5]2. The catalyst class is: 5.